From a dataset of Catalyst prediction with 721,799 reactions and 888 catalyst types from USPTO. Predict which catalyst facilitates the given reaction. (1) Reactant: [CH3:1][C:2]1[CH:7]=[C:6]([C:8]#[C:9][CH3:10])[CH:5]=[C:4]([CH3:11])[C:3]=1[CH:12]1[C:21](=[O:22])[N:15]2[CH2:16][CH2:17][CH2:18][CH2:19][CH2:20][N:14]2[C:13]1=[O:23].N1C=CC=CC=1.[C:30](Cl)(=[O:35])[C:31]([CH3:34])([CH3:33])[CH3:32].O. Product: [CH3:1][C:2]1[CH:7]=[C:6]([C:8]#[C:9][CH3:10])[CH:5]=[C:4]([CH3:11])[C:3]=1[C:12]1[C:13](=[O:23])[N:14]2[CH2:20][CH2:19][CH2:18][CH2:17][CH2:16][N:15]2[C:21]=1[O:22][C:30](=[O:35])[C:31]([CH3:34])([CH3:33])[CH3:32]. The catalyst class is: 2. (2) Reactant: [C:1]1([CH2:7][N:8]2[C:12](=[O:13])[CH2:11][CH2:10][C:9]2=[O:14])[CH:6]=[CH:5][CH:4]=[CH:3][CH:2]=1.[CH:15]1([Mg]Br)[CH2:17][CH2:16]1. Product: [CH:15]1([C:12]2([OH:13])[N:8]([CH2:7][C:1]3[CH:2]=[CH:3][CH:4]=[CH:5][CH:6]=3)[C:9](=[O:14])[CH2:10][CH2:11]2)[CH2:17][CH2:16]1. The catalyst class is: 1. (3) Reactant: S(Cl)(Cl)=O.[CH3:5][S:6](O)(=[O:8])=[O:7].[N+:10]([C:13]1[CH:18]=[CH:17][C:16]([CH3:19])=[CH:15][CH:14]=1)([O-:12])=[O:11].FC(F)(F)S(O)(=O)=O. Product: [CH3:5][S:6]([C:17]1[CH:18]=[C:13]([N+:10]([O-:12])=[O:11])[CH:14]=[CH:15][C:16]=1[CH3:19])(=[O:8])=[O:7]. The catalyst class is: 84. (4) Reactant: [O:1]=[C:2]1[CH2:7][CH2:6][N:5]([C:8]([O:10][CH2:11][C:12]2[CH:17]=[CH:16][CH:15]=[CH:14][CH:13]=2)=[O:9])[CH2:4][CH2:3]1.C[Si](C)(C)[N-][Si](C)(C)C.[Li+].C1C=CC(N([S:35]([C:38]([F:41])([F:40])[F:39])(=[O:37])=[O:36])[S:35]([C:38]([F:41])([F:40])[F:39])(=[O:37])=[O:36])=CC=1.[OH-].[Na+]. Product: [F:39][C:38]([F:41])([F:40])[S:35]([O:1][C:2]1[CH2:7][CH2:6][N:5]([C:8]([O:10][CH2:11][C:12]2[CH:17]=[CH:16][CH:15]=[CH:14][CH:13]=2)=[O:9])[CH2:4][CH:3]=1)(=[O:37])=[O:36]. The catalyst class is: 7. (5) Reactant: [N:1]1(C(OCC2C=CC=CC=2)=O)[CH2:6][CH2:5][C:4]2([CH2:15][CH2:14][C:13]3[C:8](=[CH:9][CH:10]=[CH:11][CH:12]=3)[O:7]2)[CH2:3][CH2:2]1.[H][H]. Product: [NH:1]1[CH2:6][CH2:5][C:4]2([CH2:15][CH2:14][C:13]3[C:8](=[CH:9][CH:10]=[CH:11][CH:12]=3)[O:7]2)[CH2:3][CH2:2]1. The catalyst class is: 19.